Dataset: Experimentally validated miRNA-target interactions with 360,000+ pairs, plus equal number of negative samples. Task: Binary Classification. Given a miRNA mature sequence and a target amino acid sequence, predict their likelihood of interaction. (1) The miRNA is hsa-miR-6733-5p with sequence UGGGAAAGACAAACUCAGAGUU. The protein sequence of the target gene is MASVLGSGRGSGGLSSQLKCKSKRRRRRRSKRKDKVSILSTFLAPFKYLSPGTTNTEDEDNLSTSSAEVKENRNVSNLGTRPLPPGDWARGSTPSVKRKRPLEEGNGGHFCKLQLIWKKLSWSVTPKNALVQLHELKPGLQYRMVSQTGPVHAPVFAVAVEVNGLTFEGTGPTKKKAKMRAAEMALKSFVQFPNAFQAHLAMGSSTSPCTDFTSDQADFPDTLFKEFEPSSKNEDFPGCHPVDTEFLSSAYRRGRLLYHTLDLMGQALPDRSRLAPGALGERNPVVVLNELRSGLRYVCL.... Result: 0 (no interaction). (2) The miRNA is hsa-miR-185-5p with sequence UGGAGAGAAAGGCAGUUCCUGA. The protein sequence of the target gene is MKGLGDSRPRHLSDSLDPPHEPLFAGTDRNPYLLSPTEAFAREARFPGQNTLPGDGLFPLNNQLPPPSSTFPRIHYNSHFEVPEESPFPSHAQATKINRLPANLLDQFEKQLPIHRDGFSTLQFPRGEAKARGESPGRIRHLVHSVQRLFFTKAPSLEGTAGKVGGNGSKKGGMEDGKGRRAKSKERAKAGEPKRRSRSNISGWWSSDDNLDGEAGAFRSSGPASGLMTLGRQAERSQPRYFMHAYNTISGHMLKTTKNNTTELTAPPPPPAPPATCPSLGVGTDTNYVKRGSWSTLTLS.... Result: 1 (interaction).